This data is from CYP2C9 inhibition data for predicting drug metabolism from PubChem BioAssay. The task is: Regression/Classification. Given a drug SMILES string, predict its absorption, distribution, metabolism, or excretion properties. Task type varies by dataset: regression for continuous measurements (e.g., permeability, clearance, half-life) or binary classification for categorical outcomes (e.g., BBB penetration, CYP inhibition). Dataset: cyp2c9_veith. (1) The drug is FC(F)(F)c1ccccc1-c1cc(NCc2ccccc2)ncn1. The result is 0 (non-inhibitor). (2) The drug is Cc1ccc(CS(=O)(=O)CCC(=O)N2CCOCC2)cc1. The result is 0 (non-inhibitor). (3) The compound is CC(CO)(CO)Nc1ncnc2ccccc12. The result is 0 (non-inhibitor). (4) The drug is C/C(=N\OC(=O)c1ccccc1)c1cc(-c2ccc(Cl)cc2)no1. The result is 0 (non-inhibitor). (5) The compound is COc1cc(OC)c2nc(C)c3c(c2c1)N(c1ccc(O)cc1)CC3. The result is 0 (non-inhibitor).